From a dataset of Reaction yield outcomes from USPTO patents with 853,638 reactions. Predict the reaction yield, written as a fraction of the theoretical maximum amount of product (1.0 means a 100% yield; for example, 0.34 means a 34% yield). (1) The reactants are [C:1]([NH:4][C:5]1[CH:9]=C[S:7][C:6]=1[C:10]([O:12][CH3:13])=[O:11])(=[O:3])[CH3:2].S(Cl)([Cl:17])(=O)=O.[CH:19]([Cl:22])(Cl)Cl. No catalyst specified. The product is [C:1]([NH:4][C:5]1[C:9]([Cl:17])=[C:19]([Cl:22])[S:7][C:6]=1[C:10]([O:12][CH3:13])=[O:11])(=[O:3])[CH3:2]. The yield is 0.630. (2) The reactants are [CH3:1][C:2]([CH3:34])([CH2:12][O:13][C:14]1[CH:15]=[CH:16][CH:17]=[C:18]2[C:23]=1[N:22]=[C:21]([C:24]1[N:28]3[CH:29]=[CH:30][C:31]([CH3:33])=[CH:32][C:27]3=[N:26][N:25]=1)[CH:20]=[CH:19]2)[CH2:3][NH:4]C(=O)OC(C)(C)C.[ClH:35]. The catalyst is ClCCl. The product is [ClH:35].[ClH:35].[ClH:35].[CH3:1][C:2]([CH3:34])([CH2:12][O:13][C:14]1[CH:15]=[CH:16][CH:17]=[C:18]2[C:23]=1[N:22]=[C:21]([C:24]1[N:28]3[CH:29]=[CH:30][C:31]([CH3:33])=[CH:32][C:27]3=[N:26][N:25]=1)[CH:20]=[CH:19]2)[CH2:3][NH2:4]. The yield is 0.700. (3) The reactants are C[CH:2]([OH:26])[CH2:3][CH2:4][CH2:5][CH2:6][N:7]1[C:11]2[C:12]([NH2:16])=[CH:13][CH:14]=[CH:15][C:10]=2[N:9]=[C:8]1[NH:17][C:18]1[CH:23]=[CH:22][C:21]([Cl:24])=[CH:20][C:19]=1[Cl:25].[CH:27](=O)[CH3:28].[C:30](O[BH3-])(=O)[CH3:31].[Na+]. The catalyst is CO.C(O)(=O)C.C(=O)([O-])O.[Na+]. The product is [Cl:25][C:19]1[CH:20]=[C:21]([Cl:24])[CH:22]=[CH:23][C:18]=1[NH:17][C:8]1[N:7]([CH2:6][CH2:5][CH2:4][CH2:3][CH2:2][OH:26])[C:11]2[C:12]([N:16]([CH2:27][CH3:28])[CH2:30][CH3:31])=[CH:13][CH:14]=[CH:15][C:10]=2[N:9]=1. The yield is 0.900. (4) The reactants are C(O[C:4](=[O:9])[C:5]([F:8])([F:7])[F:6])C.[N:10]1[CH:15]=[CH:14][CH:13]=[CH:12][C:11]=1[C:16](=[O:18])[CH3:17].C[O-].[Na+]. The catalyst is CO. The product is [F:8][C:5]([F:6])([F:7])[C:4](=[O:9])[CH2:17][C:16]([C:11]1[CH:12]=[CH:13][CH:14]=[CH:15][N:10]=1)=[O:18]. The yield is 0.810. (5) The reactants are [CH2:1]([O:3][C:4]([C:6]1[C:15](=[O:16])[C:14]2[C:9](=[C:10]([C:19]#[C:20][CH2:21][C@@H:22]3[C@H:26]([OH:27])[CH2:25][CH2:24][N:23]3[C:28]([O:30][C:31]([CH3:34])([CH3:33])[CH3:32])=[O:29])[C:11]([F:18])=[C:12]([F:17])[CH:13]=2)[N:8]([CH:35]2[CH2:37][CH2:36]2)[CH:7]=1)=[O:5])[CH3:2]. The catalyst is C(O)C. The product is [CH2:1]([O:3][C:4]([C:6]1[C:15](=[O:16])[C:14]2[C:9](=[C:10](/[CH:19]=[CH:20]\[CH2:21][C@@H:22]3[C@H:26]([OH:27])[CH2:25][CH2:24][N:23]3[C:28]([O:30][C:31]([CH3:32])([CH3:33])[CH3:34])=[O:29])[C:11]([F:18])=[C:12]([F:17])[CH:13]=2)[N:8]([CH:35]2[CH2:36][CH2:37]2)[CH:7]=1)=[O:5])[CH3:2]. The yield is 0.820. (6) The reactants are [CH2:1]([O:8][C:9]1[CH:17]=[C:16]2[C:12]([CH:13]=[CH:14][NH:15]2)=[CH:11][CH:10]=1)[C:2]1[CH:7]=[CH:6][CH:5]=[CH:4][CH:3]=1.[C:18](Cl)(=[O:22])[C:19](Cl)=[O:20].[CH3:24][O-:25].[Na+]. The catalyst is C(OCC)C. The product is [CH3:24][O:25][C:18](=[O:22])[C:19]([C:13]1[C:12]2[C:16](=[CH:17][C:9]([O:8][CH2:1][C:2]3[CH:3]=[CH:4][CH:5]=[CH:6][CH:7]=3)=[CH:10][CH:11]=2)[NH:15][CH:14]=1)=[O:20]. The yield is 0.950.